Dataset: TCR-epitope binding with 47,182 pairs between 192 epitopes and 23,139 TCRs. Task: Binary Classification. Given a T-cell receptor sequence (or CDR3 region) and an epitope sequence, predict whether binding occurs between them. (1) The epitope is KLVALGINAV. The TCR CDR3 sequence is CASSQGVVPSGMGETQYF. Result: 0 (the TCR does not bind to the epitope). (2) The epitope is LPRRSGAAGA. The TCR CDR3 sequence is CSARDRDRGYEQYF. Result: 1 (the TCR binds to the epitope). (3) The epitope is YVLDHLIVV. The TCR CDR3 sequence is CSARSQGDSSFNSPLHF. Result: 0 (the TCR does not bind to the epitope). (4) The epitope is TPGPGVRYPL. The TCR CDR3 sequence is CASSQYRATQETQYF. Result: 1 (the TCR binds to the epitope).